Dataset: Catalyst prediction with 721,799 reactions and 888 catalyst types from USPTO. Task: Predict which catalyst facilitates the given reaction. (1) Reactant: [NH2:1][C@@H:2]([CH2:6][C:7]1[C:8]([OH:13])=[N:9][O:10][C:11]=1[CH3:12])[C:3]([OH:5])=[O:4].[C:14](O[C:14]([O:16][C:17]([CH3:20])([CH3:19])[CH3:18])=[O:15])([O:16][C:17]([CH3:20])([CH3:19])[CH3:18])=[O:15].C([O-])(O)=O.[Na+].O=C1O[C@H]([C@H](CO)O)C(O)=C1O. Product: [C:17]([O:16][C:14]([NH:1][C@@H:2]([CH2:6][C:7]1[C:8]([OH:13])=[N:9][O:10][C:11]=1[CH3:12])[C:3]([OH:5])=[O:4])=[O:15])([CH3:20])([CH3:19])[CH3:18]. The catalyst class is: 38. (2) Reactant: [Cl:1][C:2]1[CH:23]=[CH:22][CH:21]=[C:20]([Cl:24])[C:3]=1[CH2:4][N:5]1[CH2:9][CH2:8][CH:7]([C:10](=O)[C:11]2[CH:16]=[CH:15][CH:14]=[CH:13][C:12]=2[CH3:17])[C:6]1=[O:19].Cl.[NH2:26][OH:27].C([O-])(=O)C.[Na+]. The catalyst class is: 40. Product: [Cl:1][C:2]1[CH:23]=[CH:22][CH:21]=[C:20]([Cl:24])[C:3]=1[CH2:4][N:5]1[CH2:9][CH2:8][CH:7]([C:10](=[N:26][OH:27])[C:11]2[CH:16]=[CH:15][CH:14]=[CH:13][C:12]=2[CH3:17])[C:6]1=[O:19]. (3) Reactant: [CH3:1][C:2]1([C:18](O)=[O:19])[CH2:7][CH2:6][N:5]([C:8]2[C:9]3[C:16]([CH3:17])=[CH:15][NH:14][C:10]=3[N:11]=[CH:12][N:13]=2)[CH2:4][CH2:3]1.CN(C(ON1N=NC2C=CC=NC1=2)=[N+](C)C)C.F[P-](F)(F)(F)(F)F.C(N(CC)CC)C.[NH2:52][C:53]1[CH:54]=[C:55]([CH:62]=[CH:63][CH:64]=1)[C:56]([NH:58][CH:59]([CH3:61])[CH3:60])=[O:57]. Product: [CH:59]([NH:58][C:56]([C:55]1[CH:54]=[C:53]([NH:52][C:18]([C:2]2([CH3:1])[CH2:3][CH2:4][N:5]([C:8]3[C:9]4[C:16]([CH3:17])=[CH:15][NH:14][C:10]=4[N:11]=[CH:12][N:13]=3)[CH2:6][CH2:7]2)=[O:19])[CH:64]=[CH:63][CH:62]=1)=[O:57])([CH3:61])[CH3:60]. The catalyst class is: 3. (4) Reactant: [C:1]1([CH2:7][C@H:8]([NH:22][C:23]([C:25]2[N:26]=[N:27][N:28]([CH2:30][CH2:31][NH:32][C:33](=[O:46])[C:34]3[CH:39]=[CH:38][C:37]([C:40]([F:43])([F:42])[F:41])=[CH:36][C:35]=3[O:44][CH3:45])[CH:29]=2)=[O:24])[B:9]2[O:17][C@H]3[C@](C)([C@H]4C[C@@H](C3)C4(C)C)[O:10]2)[CH:6]=[CH:5][CH:4]=[CH:3][CH:2]=1.C(B(O)O)C(C)C.Cl. Product: [CH3:45][O:44][C:35]1[CH:36]=[C:37]([C:40]([F:43])([F:42])[F:41])[CH:38]=[CH:39][C:34]=1[C:33]([NH:32][CH2:31][CH2:30][N:28]1[CH:29]=[C:25]([C:23]([NH:22][C@H:8]([B:9]([OH:17])[OH:10])[CH2:7][C:1]2[CH:6]=[CH:5][CH:4]=[CH:3][CH:2]=2)=[O:24])[N:26]=[N:27]1)=[O:46]. The catalyst class is: 5. (5) Reactant: [Cl:1][C:2]1[CH:7]=[CH:6][CH:5]=[CH:4][C:3]=1[CH2:8][CH2:9][C:10]([OH:12])=O.S(Cl)([Cl:15])=O. Product: [Cl:1][C:2]1[CH:7]=[CH:6][CH:5]=[CH:4][C:3]=1[CH2:8][CH2:9][C:10]([Cl:15])=[O:12]. The catalyst class is: 11. (6) Reactant: [C:1]([C:3]1[CH:8]=[C:7](I)[CH:6]=[CH:5][C:4]=1[N:10]=[CH:11][N:12]([CH3:14])[CH3:13])#[N:2].[B:15]([O-])([O:20]C(C)C)[O:16]C(C)C.C([Li])CCC.Cl. Product: [C:1]([C:3]1[CH:8]=[C:7]([B:15]([OH:20])[OH:16])[CH:6]=[CH:5][C:4]=1[N:10]=[CH:11][N:12]([CH3:14])[CH3:13])#[N:2]. The catalyst class is: 1. (7) Reactant: Br[CH2:2][C:3](=[O:8])[C:4]([CH3:7])([CH3:6])[CH3:5].[N-:9]=[N+:10]=[N-:11].[Na+]. Product: [N:9]([CH2:2][C:3](=[O:8])[C:4]([CH3:7])([CH3:6])[CH3:5])=[N+:10]=[N-:11]. The catalyst class is: 21.